From a dataset of Forward reaction prediction with 1.9M reactions from USPTO patents (1976-2016). Predict the product of the given reaction. (1) Given the reactants C(O[C:4]([C:6]1[NH:14][C:13]2[CH:12]=[CH:11][N:10]=[CH:9][C:8]=2[C:7]=1[NH:15][C:16]1[CH:21]=[CH:20][C:19]([S:22][CH3:23])=[CH:18][C:17]=1[F:24])=[O:5])C.[OH-].[Na+].[NH2:27][O:28][C:29]([CH3:33])([CH3:32])[CH2:30][OH:31].CCN(C(C)C)C(C)C.CN(C(ON1N=NC2C=CC=NC1=2)=[N+](C)C)C.F[P-](F)(F)(F)(F)F, predict the reaction product. The product is: [OH:31][CH2:30][C:29]([CH3:33])([CH3:32])[O:28][NH:27][C:4]([C:6]1[NH:14][C:13]2[CH:12]=[CH:11][N:10]=[CH:9][C:8]=2[C:7]=1[NH:15][C:16]1[CH:21]=[CH:20][C:19]([S:22][CH3:23])=[CH:18][C:17]=1[F:24])=[O:5]. (2) Given the reactants [Cl:1][C:2]1[CH:7]=[CH:6][C:5]([NH:8][C:9](=[O:15])[O:10][C:11]([CH3:14])([CH3:13])[CH3:12])=[C:4]([N+:16]([O-])=O)[CH:3]=1, predict the reaction product. The product is: [NH2:16][C:4]1[CH:3]=[C:2]([Cl:1])[CH:7]=[CH:6][C:5]=1[NH:8][C:9](=[O:15])[O:10][C:11]([CH3:13])([CH3:12])[CH3:14]. (3) Given the reactants [NH2:1][C:2]1[CH:7]=[C:6]([N+:8]([O-:10])=[O:9])[CH:5]=[CH:4][C:3]=1[OH:11].[Si:12](Cl)([C:15]([CH3:18])([CH3:17])[CH3:16])([CH3:14])[CH3:13].C(N(CC)CC)C.[Cl-].[NH4+], predict the reaction product. The product is: [Si:12]([O:11][C:3]1[CH:4]=[CH:5][C:6]([N+:8]([O-:10])=[O:9])=[CH:7][C:2]=1[NH2:1])([C:15]([CH3:18])([CH3:17])[CH3:16])([CH3:14])[CH3:13].